This data is from Reaction yield outcomes from USPTO patents with 853,638 reactions. The task is: Predict the reaction yield, written as a fraction of the theoretical maximum amount of product (1.0 means a 100% yield; for example, 0.34 means a 34% yield). (1) The reactants are Br.Br.[F:3][C:4]1[CH:5]=[C:6]([NH:33][C:34]([NH:36][C:37](=[O:45])[CH2:38][C:39]2[CH:44]=[CH:43][CH:42]=[CH:41][CH:40]=2)=[S:35])[CH:7]=[CH:8][C:9]=1[O:10][C:11]1[C:20]2[C:15](=[CH:16][C:17]([O:23][CH2:24][CH:25]3[CH2:32][CH:28]4[CH2:29][NH:30][CH2:31][CH:27]4[CH2:26]3)=[C:18]([O:21][CH3:22])[CH:19]=2)[N:14]=[CH:13][N:12]=1.C=O.[C:48]([O-])(O)=O.[Na+]. The catalyst is C(C#N)(C)=O.O.CC(O)=O. The product is [F:3][C:4]1[CH:5]=[C:6]([NH:33][C:34]([NH:36][C:37](=[O:45])[CH2:38][C:39]2[CH:40]=[CH:41][CH:42]=[CH:43][CH:44]=2)=[S:35])[CH:7]=[CH:8][C:9]=1[O:10][C:11]1[C:20]2[C:15](=[CH:16][C:17]([O:23][CH2:24][CH:25]3[CH2:32][CH:28]4[CH2:29][N:30]([CH3:48])[CH2:31][CH:27]4[CH2:26]3)=[C:18]([O:21][CH3:22])[CH:19]=2)[N:14]=[CH:13][N:12]=1. The yield is 0.400. (2) The reactants are Br[C:2]1[CH:25]=[CH:24][C:5]2[C:6]3[N:10]([CH2:11][CH2:12][O:13][C:4]=2[CH:3]=1)[CH:9]=[C:8]([C:14]1[N:18]([CH:19]([CH3:21])[CH3:20])[N:17]=[C:16]([CH2:22][OH:23])[N:15]=1)[N:7]=3. The catalyst is [Pd]. The product is [N:7]1[C:8]([C:14]2[N:18]([CH:19]([CH3:20])[CH3:21])[N:17]=[C:16]([CH2:22][OH:23])[N:15]=2)=[CH:9][N:10]2[C:6]=1[C:5]1[CH:24]=[CH:25][CH:2]=[CH:3][C:4]=1[O:13][CH2:12][CH2:11]2. The yield is 0.240. (3) The reactants are [O:1]=[S:2]1(=[O:37])[C:6]2[CH:7]=[CH:8][CH:9]=[CH:10][C:5]=2[C:4]([NH:11][C@@H:12]([CH2:17][C:18]2[CH:23]=[CH:22][C:21]([O:24][CH2:25][CH2:26][N:27]([C:29]([CH:31]3[CH2:36][CH2:35][CH2:34][CH2:33][CH2:32]3)=[O:30])[CH3:28])=[CH:20][CH:19]=2)[C:13]([O:15]C)=[O:14])=[N:3]1.[Li+].[OH-].Cl.O. The catalyst is C1COCC1.CO.O. The product is [O:1]=[S:2]1(=[O:37])[C:6]2[CH:7]=[CH:8][CH:9]=[CH:10][C:5]=2[C:4]([NH:11][C@@H:12]([CH2:17][C:18]2[CH:23]=[CH:22][C:21]([O:24][CH2:25][CH2:26][N:27]([C:29]([CH:31]3[CH2:32][CH2:33][CH2:34][CH2:35][CH2:36]3)=[O:30])[CH3:28])=[CH:20][CH:19]=2)[C:13]([OH:15])=[O:14])=[N:3]1. The yield is 0.420. (4) The yield is 0.970. The reactants are FC(F)(F)C(O)=O.[NH:8]1[CH2:12][CH2:11][CH2:10][CH:9]1[C:13]1[CH:22]=[CH:21][CH:20]=[C:19]2[C:14]=1[CH:15]=[CH:16][C:17]([S:23]([O:26][C:27]1[C:32]([F:33])=[C:31]([F:34])[C:30]([F:35])=[C:29]([F:36])[C:28]=1[F:37])(=[O:25])=[O:24])=[CH:18]2.[CH:38](=O)[C:39]1[CH:44]=[CH:43][CH:42]=[CH:41][CH:40]=1.C(O[BH-](OC(=O)C)OC(=O)C)(=O)C.[Na+].[C@H](O)(C([O-])=O)[C@@H](O)C([O-])=O.[Na+].[K+]. The product is [CH2:38]([N:8]1[CH2:12][CH2:11][CH2:10][CH:9]1[C:13]1[CH:22]=[CH:21][CH:20]=[C:19]2[C:14]=1[CH:15]=[CH:16][C:17]([S:23]([O:26][C:27]1[C:32]([F:33])=[C:31]([F:34])[C:30]([F:35])=[C:29]([F:36])[C:28]=1[F:37])(=[O:25])=[O:24])=[CH:18]2)[C:39]1[CH:44]=[CH:43][CH:42]=[CH:41][CH:40]=1. The catalyst is O.C(Cl)Cl.ClCCCl.